Task: Predict the reactants needed to synthesize the given product.. Dataset: Full USPTO retrosynthesis dataset with 1.9M reactions from patents (1976-2016) (1) Given the product [CH:1]([NH:14][C:15]([C:17]1[C:18]([OH:25])=[N:19][C:20]([C:23]([OH:27])=[O:24])=[N:21][CH:22]=1)=[O:16])([C:8]1[CH:9]=[CH:10][CH:11]=[CH:12][CH:13]=1)[C:2]1[CH:7]=[CH:6][CH:5]=[CH:4][CH:3]=1, predict the reactants needed to synthesize it. The reactants are: [CH:1]([NH:14][C:15]([C:17]1[C:18]([OH:25])=[N:19][C:20]([CH:23]=[O:24])=[N:21][CH:22]=1)=[O:16])([C:8]1[CH:13]=[CH:12][CH:11]=[CH:10][CH:9]=1)[C:2]1[CH:7]=[CH:6][CH:5]=[CH:4][CH:3]=1.O.[O-:27]Cl=O.[Na+]. (2) Given the product [C:19]([O:23][C:24](=[O:40])[NH:25][C:26]1[CH:31]=[CH:30][C:29]([CH2:32][CH:48]([OH:49])[C:47]2[C:46]([O:50][CH3:51])=[N:45][CH:44]=[CH:43][C:42]=2[I:41])=[C:28]([N+:37]([O-:39])=[O:38])[CH:27]=1)([CH3:22])([CH3:21])[CH3:20], predict the reactants needed to synthesize it. The reactants are: [F-].C([N+](CCCC)(CCCC)CCCC)CCC.[C:19]([O:23][C:24](=[O:40])[NH:25][C:26]1[CH:31]=[CH:30][C:29]([CH2:32][Si](C)(C)C)=[C:28]([N+:37]([O-:39])=[O:38])[CH:27]=1)([CH3:22])([CH3:21])[CH3:20].[I:41][C:42]1[C:47]([CH:48]=[O:49])=[C:46]([O:50][CH3:51])[N:45]=[CH:44][CH:43]=1.